From a dataset of Peptide-MHC class I binding affinity with 185,985 pairs from IEDB/IMGT. Regression. Given a peptide amino acid sequence and an MHC pseudo amino acid sequence, predict their binding affinity value. This is MHC class I binding data. (1) The peptide sequence is REILFHNTM. The MHC is HLA-A11:01 with pseudo-sequence HLA-A11:01. The binding affinity (normalized) is 0.0847. (2) The peptide sequence is DTMSIYIAV. The binding affinity (normalized) is 0.784. The MHC is HLA-A68:02 with pseudo-sequence HLA-A68:02. (3) The peptide sequence is IYDFYNAEY. The MHC is HLA-A80:01 with pseudo-sequence HLA-A80:01. The binding affinity (normalized) is 0.0847. (4) The peptide sequence is AQFSPQYL. The MHC is Mamu-B17 with pseudo-sequence Mamu-B17. The binding affinity (normalized) is 0. (5) The peptide sequence is TRVDGNSYYW. The MHC is Mamu-B17 with pseudo-sequence Mamu-B17. The binding affinity (normalized) is 0.465.